Dataset: Forward reaction prediction with 1.9M reactions from USPTO patents (1976-2016). Task: Predict the product of the given reaction. (1) Given the reactants [NH2:1][C:2]1[CH:7]=[CH:6][CH:5]=[CH:4][C:3]=1[NH2:8].[OH:9][C@@H:10]([CH3:14])[C:11](O)=O.N, predict the reaction product. The product is: [NH:1]1[C:2]2[CH:7]=[CH:6][CH:5]=[CH:4][C:3]=2[N:8]=[C:11]1[C@@H:10]([OH:9])[CH3:14]. (2) Given the reactants [Br:1][C:2]1[CH:3]=[C:4](Cl)[C:5]2[C:6]([CH:10]=1)=[N:7][O:8][N:9]=2.[CH2:12]1[C:20]2[C:15](=[CH:16][CH:17]=[CH:18][CH:19]=2)[CH2:14][NH:13]1.C(N(CC)CC)C, predict the reaction product. The product is: [Br:1][C:2]1[CH:3]=[C:4]([N:13]2[CH2:14][C:15]3[C:20](=[CH:19][CH:18]=[CH:17][CH:16]=3)[CH2:12]2)[C:5]2[C:6]([CH:10]=1)=[N:7][O:8][N:9]=2. (3) Given the reactants C1(P(C2C=CC=CC=2)C2C=CC=CC=2)C=CC=CC=1.C(N=C=NC(C)C)(C)C.[Cl:29][C:30]1[CH:31]=[C:32]2[C:37](=[CH:38][CH:39]=1)[N:36]=[C:35]([NH:40][CH2:41][CH2:42]O)[N:34]=[C:33]2[C:44]1[CH:49]=[CH:48][CH:47]=[CH:46][CH:45]=1.[C:50]([OH:53])(=[S:52])[CH3:51].C(=O)(O)[O-].[Na+], predict the reaction product. The product is: [C:50]([S:52][CH2:42][CH2:41][NH:40][C:35]1[N:34]=[C:33]([C:44]2[CH:45]=[CH:46][CH:47]=[CH:48][CH:49]=2)[C:32]2[C:37](=[CH:38][CH:39]=[C:30]([Cl:29])[CH:31]=2)[N:36]=1)(=[O:53])[CH3:51].